From a dataset of Reaction yield outcomes from USPTO patents with 853,638 reactions. Predict the reaction yield, written as a fraction of the theoretical maximum amount of product (1.0 means a 100% yield; for example, 0.34 means a 34% yield). (1) The reactants are Br[C:2]1[CH:3]=[CH:4][C:5]2[C:11]3[N:12]=[C:13]([N:15]4[C:19]([CH3:21])([CH3:20])[C:18](=[O:22])[N:17]([CH3:23])[C:16]4=[O:24])[S:14][C:10]=3[CH2:9][CH2:8][O:7][C:6]=2[CH:25]=1.[CH3:26][C:27]([OH:44])([CH3:43])[CH2:28][N:29]1[CH:33]=[C:32](B2OC(C)(C)C(C)(C)O2)[CH:31]=[N:30]1. The catalyst is [Pd]. The product is [OH:44][C:27]([CH3:43])([CH3:26])[CH2:28][N:29]1[CH:33]=[C:32]([C:2]2[CH:3]=[CH:4][C:5]3[C:11]4[N:12]=[C:13]([N:15]5[C:19]([CH3:20])([CH3:21])[C:18](=[O:22])[N:17]([CH3:23])[C:16]5=[O:24])[S:14][C:10]=4[CH2:9][CH2:8][O:7][C:6]=3[CH:25]=2)[CH:31]=[N:30]1. The yield is 0.120. (2) The reactants are OC(C(F)(F)F)=O.[F:8][C:9]1[CH:26]=[CH:25][C:12]([CH2:13][C:14]2[C:23]3[C:18](=[CH:19][CH:20]=[CH:21][CH:22]=3)[C:17](=[O:24])[NH:16][N:15]=2)=[CH:11][C:10]=1[C:27]([N:29]1[CH2:34][CH2:33][NH:32][CH2:31][CH2:30]1)=[O:28].[O:35]1[CH:39]=[CH:38][CH:37]=[C:36]1[C:40](=[O:44])[C:41](O)=[O:42].CCN(C(C)C)C(C)C.CN(C(ON1N=NC2C=CC=NC1=2)=[N+](C)C)C.F[P-](F)(F)(F)(F)F. The catalyst is CN(C=O)C. The product is [F:8][C:9]1[CH:26]=[CH:25][C:12]([CH2:13][C:14]2[C:23]3[C:18](=[CH:19][CH:20]=[CH:21][CH:22]=3)[C:17](=[O:24])[NH:16][N:15]=2)=[CH:11][C:10]=1[C:27]([N:29]1[CH2:34][CH2:33][N:32]([C:41](=[O:42])[C:40]([C:36]2[O:35][CH:39]=[CH:38][CH:37]=2)=[O:44])[CH2:31][CH2:30]1)=[O:28]. The yield is 0.204. (3) The reactants are [Cl-].O[NH3+:3].[C:4](=[O:7])([O-])[OH:5].[Na+].CS(C)=O.[CH2:13]([C:17]1[N:18]=[C:19]([CH3:48])[N:20]([C:39]2[CH:40]=[CH:41][C:42]3[O:46][CH2:45][CH2:44][C:43]=3[CH:47]=2)[C:21](=[O:38])[C:22]=1[CH2:23][C:24]1[CH:29]=[CH:28][C:27]([C:30]2[C:31]([C:36]#[N:37])=[CH:32][CH:33]=[CH:34][CH:35]=2)=[CH:26][CH:25]=1)[CH2:14][CH2:15][CH3:16]. The catalyst is O.C(OCC)(=O)C. The product is [CH2:13]([C:17]1[N:18]=[C:19]([CH3:48])[N:20]([C:39]2[CH:40]=[CH:41][C:42]3[O:46][CH2:45][CH2:44][C:43]=3[CH:47]=2)[C:21](=[O:38])[C:22]=1[CH2:23][C:24]1[CH:25]=[CH:26][C:27]([C:30]2[CH:35]=[CH:34][CH:33]=[CH:32][C:31]=2[C:36]2[NH:3][C:4](=[O:7])[O:5][N:37]=2)=[CH:28][CH:29]=1)[CH2:14][CH2:15][CH3:16]. The yield is 0.550. (4) The reactants are [C:1]([O:4]/[N:5]=[C:6](\[NH2:24])/[CH2:7][C:8]1([C:18]2[CH:23]=[CH:22][CH:21]=[CH:20][CH:19]=2)[CH2:17][CH2:16][C:11]2([O:15][CH2:14][CH2:13][O:12]2)[CH2:10][CH2:9]1)(=[O:3])[CH3:2]. The catalyst is CO.[Pd]. The product is [C:1]([OH:4])(=[O:3])[CH3:2].[C:18]1([C:8]2([CH2:7][C:6]([NH2:24])=[NH:5])[CH2:9][CH2:10][C:11]3([O:15][CH2:14][CH2:13][O:12]3)[CH2:16][CH2:17]2)[CH:23]=[CH:22][CH:21]=[CH:20][CH:19]=1. The yield is 0.888. (5) The reactants are [Br:1][C:2]1[CH:40]=[CH:39][C:5]([CH2:6][N:7]2[C:13]3[CH:14]=[CH:15][CH:16]=[CH:17][C:12]=3[N:11]([C:18]3[CH:23]=[CH:22][C:21]([CH2:24][NH:25][C:26]([O:28][C:29]([CH3:32])([CH3:31])[CH3:30])=[O:27])=[CH:20][CH:19]=3)[C:10](=[O:33])[CH:9]([CH2:34][C:35](O)=[O:36])[C:8]2=[O:38])=[CH:4][CH:3]=1.[F:41][C:42]1[CH:49]=[CH:48][CH:47]=[CH:46][C:43]=1[CH2:44][NH2:45].P(C#N)(OCC)(OCC)=O.C(N(CC)CC)C. The catalyst is O.CN(C)C=O. The product is [F:41][C:42]1[CH:49]=[CH:48][CH:47]=[CH:46][C:43]=1[CH2:44][NH:45][C:35](=[O:36])[CH2:34][CH:9]1[C:10](=[O:33])[N:11]([C:18]2[CH:19]=[CH:20][C:21]([CH2:24][NH:25][C:26]([O:28][C:29]([CH3:30])([CH3:31])[CH3:32])=[O:27])=[CH:22][CH:23]=2)[C:12]2[CH:17]=[CH:16][CH:15]=[CH:14][C:13]=2[N:7]([CH2:6][C:5]2[CH:4]=[CH:3][C:2]([Br:1])=[CH:40][CH:39]=2)[C:8]1=[O:38]. The yield is 0.650. (6) The reactants are C(O)(C(F)(F)F)=O.C(OC([N:15]1[CH2:19][CH2:18][CH2:17][C@H:16]1[C:20]1[N:21](COCC[Si](C)(C)C)[C:22]([C:25]2[CH:26]=[N:27][C:28]([C:31]3[CH:36]=[CH:35][C:34]([C:37]4[NH:38][C:39]([C@@H:42]5[CH2:46][CH2:45][CH2:44][N:43]5C(OC(C)(C)C)=O)=[N:40][CH:41]=4)=[CH:33][CH:32]=3)=[N:29][CH:30]=2)=[CH:23][N:24]=1)=O)(C)(C)C. The catalyst is C(Cl)Cl. The product is [NH:15]1[CH2:19][CH2:18][CH2:17][C@H:16]1[C:20]1[NH:21][C:22]([C:25]2[CH:26]=[N:27][C:28]([C:31]3[CH:36]=[CH:35][C:34]([C:37]4[NH:38][C:39]([C@@H:42]5[CH2:46][CH2:45][CH2:44][NH:43]5)=[N:40][CH:41]=4)=[CH:33][CH:32]=3)=[N:29][CH:30]=2)=[CH:23][N:24]=1. The yield is 0.360. (7) The catalyst is C1COCC1. The yield is 1.00. The product is [OH:15][C:13]([C:6]1[CH:7]=[C:8]([O:11][CH3:12])[CH:9]=[CH:10][C:5]=1[OH:4])([CH3:1])[CH3:14]. The reactants are [CH3:1][Mg]Br.[OH:4][C:5]1[CH:10]=[CH:9][C:8]([O:11][CH3:12])=[CH:7][C:6]=1[C:13](=[O:15])[CH3:14]. (8) The reactants are [F:1][C:2]1[C:10]([N+:11]([O-:13])=[O:12])=[CH:9][CH:8]=[CH:7][C:3]=1[C:4]([OH:6])=[O:5].OS(O)(=O)=O.[CH3:19]O. No catalyst specified. The product is [F:1][C:2]1[C:10]([N+:11]([O-:13])=[O:12])=[CH:9][CH:8]=[CH:7][C:3]=1[C:4]([O:6][CH3:19])=[O:5]. The yield is 0.930.